Dataset: Reaction yield outcomes from USPTO patents with 853,638 reactions. Task: Predict the reaction yield, written as a fraction of the theoretical maximum amount of product (1.0 means a 100% yield; for example, 0.34 means a 34% yield). The reactants are [C:1]([O:5][C:6](=[O:9])[CH2:7][NH2:8])([CH3:4])([CH3:3])[CH3:2].[C:10]([Si:14]([CH3:24])([CH3:23])[O:15][CH2:16][C:17]([CH3:22])([CH3:21])[CH2:18][CH:19]=O)([CH3:13])([CH3:12])[CH3:11]. The catalyst is C(Cl)Cl. The product is [C:1]([O:5][C:6](=[O:9])[CH2:7]/[N:8]=[CH:19]/[CH2:18][C:17]([CH3:21])([CH3:22])[CH2:16][O:15][Si:14]([C:10]([CH3:13])([CH3:12])[CH3:11])([CH3:24])[CH3:23])([CH3:4])([CH3:3])[CH3:2]. The yield is 1.00.